From a dataset of Full USPTO retrosynthesis dataset with 1.9M reactions from patents (1976-2016). Predict the reactants needed to synthesize the given product. (1) Given the product [Cl:27][C:22]1[CH:23]=[CH:24][CH:25]=[CH:26][C:21]=1[CH2:20][O:19][C:17]([N:7]1[CH:8]=[CH:9][C:5]([C:3](=[O:4])[N:2]([CH3:1])[C:10]2[CH:15]=[CH:14][CH:13]=[CH:12][CH:11]=2)=[N:6]1)=[O:18], predict the reactants needed to synthesize it. The reactants are: [CH3:1][N:2]([C:10]1[CH:15]=[CH:14][CH:13]=[CH:12][CH:11]=1)[C:3]([C:5]1[CH:9]=[CH:8][NH:7][N:6]=1)=[O:4].Cl[C:17]([O:19][CH2:20][C:21]1[CH:26]=[CH:25][CH:24]=[CH:23][C:22]=1[Cl:27])=[O:18]. (2) Given the product [CH3:34][O:35][CH2:36][CH2:37][NH:38][C:16]([C:13]1[CH:14]=[C:15]2[C:10](=[CH:11][C:12]=1[O:19][CH2:20][CH2:21][O:22][CH3:23])[N:9]=[CH:8][CH:7]=[C:6]2[O:5][C:4]1[CH:24]=[CH:25][C:26]([NH:27][C:28]([NH:30][CH:31]2[CH2:32][CH2:33]2)=[O:29])=[C:2]([Cl:1])[CH:3]=1)=[O:18], predict the reactants needed to synthesize it. The reactants are: [Cl:1][C:2]1[CH:3]=[C:4]([CH:24]=[CH:25][C:26]=1[NH:27][C:28]([NH:30][CH:31]1[CH2:33][CH2:32]1)=[O:29])[O:5][C:6]1[C:15]2[C:10](=[CH:11][C:12]([O:19][CH2:20][CH2:21][O:22][CH3:23])=[C:13]([C:16]([OH:18])=O)[CH:14]=2)[N:9]=[CH:8][CH:7]=1.[CH3:34][O:35][CH2:36][CH2:37][NH2:38].F[P-](F)(F)(F)(F)F.N1(O[P+](N(C)C)(N(C)C)N(C)C)C2C=CC=CC=2N=N1.C(N(CC)CC)C. (3) The reactants are: CN(C(ON1N=NC2C=CC=CC1=2)=[N+](C)C)C.F[P-](F)(F)(F)(F)F.[Li].[CH3:26][C:27]1[N:31]([CH:32]([CH3:34])[CH3:33])[C:30]([C:35]2[CH:40]=[CH:39][N:38]=[C:37]([NH:41][C:42]3[CH:43]=[CH:44][C:45]([C:48](O)=[O:49])=[N:46][CH:47]=3)[N:36]=2)=[CH:29][N:28]=1.[NH:51]1[CH2:56][CH2:55][O:54][CH2:53][CH2:52]1.CCN(C(C)C)C(C)C. Given the product [CH:32]([N:31]1[C:30]([C:35]2[CH:40]=[CH:39][N:38]=[C:37]([NH:41][C:42]3[CH:47]=[N:46][C:45]([C:48]([N:51]4[CH2:56][CH2:55][O:54][CH2:53][CH2:52]4)=[O:49])=[CH:44][CH:43]=3)[N:36]=2)=[CH:29][N:28]=[C:27]1[CH3:26])([CH3:33])[CH3:34], predict the reactants needed to synthesize it. (4) Given the product [NH2:17][CH:18]1[CH2:23][CH2:22][N:21]([C:24]([C:25]2[CH:30]=[CH:29][C:28]([NH:31][C:32]3[N:33]=[CH:34][C:35]4[N:41]([CH3:42])[C:40](=[O:43])[C:39]([F:44])([F:45])[CH2:38][N:37]([CH:46]5[CH2:47][CH2:48][CH2:49]5)[C:36]=4[N:50]=3)=[CH:27][CH:26]=2)=[O:51])[CH2:20][CH2:19]1, predict the reactants needed to synthesize it. The reactants are: C1C2C(COC(=O)[NH:17][CH:18]3[CH2:23][CH2:22][N:21]([C:24](=[O:51])[C:25]4[CH:30]=[CH:29][C:28]([NH:31][C:32]5[N:33]=[CH:34][C:35]6[N:41]([CH3:42])[C:40](=[O:43])[C:39]([F:45])([F:44])[CH2:38][N:37]([CH:46]7[CH2:49][CH2:48][CH2:47]7)[C:36]=6[N:50]=5)=[CH:27][CH:26]=4)[CH2:20][CH2:19]3)C3C(=CC=CC=3)C=2C=CC=1.N1CCCCC1. (5) Given the product [O:25]([C:32]1[CH:33]=[C:34]([CH:47]=[CH:48][CH:49]=1)[CH2:35][O:36][C:37]12[CH2:43][C:40]([CH2:44]/[CH:45]=[CH:5]/[C:3]([O:2][CH3:1])=[O:4])([CH2:39][CH2:38]1)[CH2:41][CH2:42]2)[C:26]1[CH:27]=[CH:28][CH:29]=[CH:30][CH:31]=1, predict the reactants needed to synthesize it. The reactants are: [CH3:1][O:2][C:3]([CH2:5]P(OC)(OC)=O)=[O:4].C1CCN2C(=NCCC2)CC1.[Li+].[Cl-].[O:25]([C:32]1[CH:33]=[C:34]([CH:47]=[CH:48][CH:49]=1)[CH2:35][O:36][C:37]12[CH2:43][C:40]([CH2:44][CH:45]=O)([CH2:41][CH2:42]1)[CH2:39][CH2:38]2)[C:26]1[CH:31]=[CH:30][CH:29]=[CH:28][CH:27]=1. (6) The reactants are: [C:1]([O:5][C:6](=[O:23])[NH:7][CH2:8][CH2:9][CH2:10][NH:11][C:12]1[C:21]2[C:16](=[CH:17][CH:18]=[CH:19][CH:20]=2)[N:15]=[CH:14][C:13]=1[NH2:22])([CH3:4])([CH3:3])[CH3:2].CCN=C=NC[CH2:30][CH2:31]N(C)C.C1C=CC2N(O)N=NC=2C=1.C[O:46][CH2:47][C:48](O)=O. Given the product [C:1]([O:5][C:6](=[O:23])[NH:7][CH2:8][CH2:9][CH2:10][N:11]1[C:12]2[C:21]3[CH:20]=[CH:19][CH:18]=[CH:17][C:16]=3[N:15]=[CH:14][C:13]=2[N:22]=[C:48]1[CH2:47][O:46][CH2:30][CH3:31])([CH3:4])([CH3:2])[CH3:3], predict the reactants needed to synthesize it.